Dataset: Full USPTO retrosynthesis dataset with 1.9M reactions from patents (1976-2016). Task: Predict the reactants needed to synthesize the given product. (1) Given the product [F:24][C:3]1[CH:4]=[C:5]([C@@H:8]2[CH2:13][CH2:12][CH2:11][CH2:10][N:9]2[C:14]([O:16][CH2:17][C:18]2[CH:23]=[CH:22][CH:21]=[CH:20][CH:19]=2)=[O:15])[CH:6]=[CH:7][C:2]=1[C:14]([O:16][CH3:17])=[O:15], predict the reactants needed to synthesize it. The reactants are: Br[C:2]1[CH:7]=[CH:6][C:5]([C@@H:8]2[CH2:13][CH2:12][CH2:11][CH2:10][N:9]2[C:14]([O:16][CH2:17][C:18]2[CH:23]=[CH:22][CH:21]=[CH:20][CH:19]=2)=[O:15])=[CH:4][C:3]=1[F:24].C(N(CC)CC)C.[C]=O. (2) Given the product [C:15]([C:14]1[CH:17]=[CH:18][C:11]([N:7]2[C:8]3[C:4](=[CH:3][C:2]([C:29]4[CH:30]=[C:25]([CH:26]=[C:27]([F:35])[C:28]=4[CH3:34])[C:23]([NH:22][CH:19]4[CH2:20][CH2:21]4)=[O:24])=[CH:10][CH:9]=3)[CH:5]=[CH:6]2)=[CH:12][CH:13]=1)#[N:16], predict the reactants needed to synthesize it. The reactants are: Br[C:2]1[CH:3]=[C:4]2[C:8](=[CH:9][CH:10]=1)[N:7]([C:11]1[CH:18]=[CH:17][C:14]([C:15]#[N:16])=[CH:13][CH:12]=1)[CH:6]=[CH:5]2.[CH:19]1([NH:22][C:23]([C:25]2[CH:26]=[C:27]([F:35])[C:28]([CH3:34])=[C:29](B(O)O)[CH:30]=2)=[O:24])[CH2:21][CH2:20]1.C(=O)([O-])O.[Na+]. (3) Given the product [C:8]([C:10]1[CH:15]=[CH:14][C:13]([C:16]2[CH:17]=[N:18][N:19]([C:22]3[CH:30]=[CH:29][C:25]([C:26]([N:5]([CH2:4][CH2:3][N:2]([CH3:7])[CH3:1])[CH3:6])=[O:28])=[CH:24][N:23]=3)[C:20]=2[OH:21])=[C:12]([CH3:31])[CH:11]=1)#[N:9], predict the reactants needed to synthesize it. The reactants are: [CH3:1][N:2]([CH3:7])[CH2:3][CH2:4][NH:5][CH3:6].[C:8]([C:10]1[CH:15]=[CH:14][C:13]([C:16]2[CH:17]=[N:18][N:19]([C:22]3[CH:30]=[CH:29][C:25]([C:26]([OH:28])=O)=[CH:24][N:23]=3)[C:20]=2[OH:21])=[C:12]([CH3:31])[CH:11]=1)#[N:9].C(O)=O. (4) Given the product [Cl:1][C:2]1[CH:3]=[C:4]([C:9]2[N:13]([C:14]3[CH:15]=[N:16][CH:17]=[C:18]([Cl:20])[CH:19]=3)[N:12]=[C:11]([C:21]([N:45]3[CH2:49][C:48](=[O:50])[NH:47][CH2:46]3)=[O:22])[CH:10]=2)[CH:5]=[C:6]([F:8])[CH:7]=1, predict the reactants needed to synthesize it. The reactants are: [Cl:1][C:2]1[CH:3]=[C:4]([C:9]2[N:13]([C:14]3[CH:15]=[N:16][CH:17]=[C:18]([Cl:20])[CH:19]=3)[N:12]=[C:11]([C:21](O)=[O:22])[CH:10]=2)[CH:5]=[C:6]([F:8])[CH:7]=1.ClC1C=C(C2N(C3C=CC=CN=3)N=C(C([N:45]3[CH2:49][C:48](=[O:50])[NH:47][CH2:46]3)=O)C=2)C=C(F)C=1.Cl.N1C=CNC1=O.